From a dataset of NCI-60 drug combinations with 297,098 pairs across 59 cell lines. Regression. Given two drug SMILES strings and cell line genomic features, predict the synergy score measuring deviation from expected non-interaction effect. (1) Drug 1: C1C(C(OC1N2C=NC3=C(N=C(N=C32)Cl)N)CO)O. Drug 2: CCC1(C2=C(COC1=O)C(=O)N3CC4=CC5=C(C=CC(=C5CN(C)C)O)N=C4C3=C2)O.Cl. Synergy scores: CSS=4.27, Synergy_ZIP=-5.40, Synergy_Bliss=-4.55, Synergy_Loewe=-10.9, Synergy_HSA=-5.56. Cell line: IGROV1. (2) Drug 1: C1=CC=C(C=C1)NC(=O)CCCCCCC(=O)NO. Drug 2: CN(C(=O)NC(C=O)C(C(C(CO)O)O)O)N=O. Cell line: SF-295. Synergy scores: CSS=7.47, Synergy_ZIP=-4.06, Synergy_Bliss=-0.301, Synergy_Loewe=-1.50, Synergy_HSA=-1.25. (3) Drug 1: COC1=CC(=CC(=C1O)OC)C2C3C(COC3=O)C(C4=CC5=C(C=C24)OCO5)OC6C(C(C7C(O6)COC(O7)C8=CC=CS8)O)O. Drug 2: CC12CCC3C(C1CCC2O)C(CC4=C3C=CC(=C4)O)CCCCCCCCCS(=O)CCCC(C(F)(F)F)(F)F. Cell line: SK-MEL-2. Synergy scores: CSS=43.9, Synergy_ZIP=-1.37, Synergy_Bliss=-2.75, Synergy_Loewe=-20.4, Synergy_HSA=-2.84.